Dataset: Full USPTO retrosynthesis dataset with 1.9M reactions from patents (1976-2016). Task: Predict the reactants needed to synthesize the given product. (1) Given the product [CH2:1]([N:8]1[C:12](=[O:13])[C:11](=[C:14]2[N:22]([CH3:23])[C:21]3[CH2:20][CH2:19][N:18]([C:40](=[O:41])[CH2:39][N:37]([CH3:38])[CH3:36])[CH2:17][C:16]=3[S:15]2)[S:10][C:9]1=[N:24][C:25]1[CH:26]=[C:27]([CH:30]=[CH:31][C:32]=1[NH:33][CH2:34][CH3:35])[C:28]#[N:29])[C:2]1[CH:7]=[CH:6][CH:5]=[CH:4][CH:3]=1, predict the reactants needed to synthesize it. The reactants are: [CH2:1]([N:8]1[C:12](=[O:13])[C:11](=[C:14]2[N:22]([CH3:23])[C:21]3[CH2:20][CH2:19][NH:18][CH2:17][C:16]=3[S:15]2)[S:10][C:9]1=[N:24][C:25]1[CH:26]=[C:27]([CH:30]=[CH:31][C:32]=1[NH:33][CH2:34][CH3:35])[C:28]#[N:29])[C:2]1[CH:7]=[CH:6][CH:5]=[CH:4][CH:3]=1.[CH3:36][N:37]([CH2:39][C:40](Cl)=[O:41])[CH3:38]. (2) The reactants are: [C:1]([C:3]([C:10]#[N:11])=[C:4](Cl)[C:5]([F:8])([F:7])[F:6])#[N:2].FF.[SH:14][CH2:15][C:16]([O:18][CH2:19][CH3:20])=[O:17].C([O-])(=O)C.[K+]. Given the product [CH2:19]([O:18][C:16]([C:15]1[S:14][C:4]([C:5]([F:8])([F:7])[F:6])=[C:3]([C:10]#[N:11])[C:1]=1[NH2:2])=[O:17])[CH3:20], predict the reactants needed to synthesize it. (3) Given the product [C:9]1([CH:2]([NH:1][S:22]([C:19]2[CH:20]=[CH:21][C:16]([Cl:15])=[C:17]([N+:26]([O-:28])=[O:27])[CH:18]=2)(=[O:23])=[O:24])[C:3]2[CH:8]=[CH:7][CH:6]=[CH:5][CH:4]=2)[CH:14]=[CH:13][CH:12]=[CH:11][CH:10]=1, predict the reactants needed to synthesize it. The reactants are: [NH2:1][CH:2]([C:9]1[CH:14]=[CH:13][CH:12]=[CH:11][CH:10]=1)[C:3]1[CH:8]=[CH:7][CH:6]=[CH:5][CH:4]=1.[Cl:15][C:16]1[CH:21]=[CH:20][C:19]([S:22](Cl)(=[O:24])=[O:23])=[CH:18][C:17]=1[N+:26]([O-:28])=[O:27].C(N(CC)CC)C. (4) Given the product [N:15]1[CH:16]=[CH:17][CH:18]=[C:13]([C:10]2[N:9]=[C:8]([C:4]3[CH:3]=[C:2]([N:19]4[CH2:23][CH2:22][CH2:21][C:20]4=[O:24])[CH:7]=[CH:6][CH:5]=3)[O:12][N:11]=2)[CH:14]=1, predict the reactants needed to synthesize it. The reactants are: Br[C:2]1[CH:3]=[C:4]([C:8]2[O:12][N:11]=[C:10]([C:13]3[CH:14]=[N:15][CH:16]=[CH:17][CH:18]=3)[N:9]=2)[CH:5]=[CH:6][CH:7]=1.[NH:19]1[CH2:23][CH2:22][CH2:21][C:20]1=[O:24].C(=O)([O-])[O-].[Cs+].[Cs+].C1(P(C2C=CC=CC=2)C2C3OC4C(=CC=CC=4P(C4C=CC=CC=4)C4C=CC=CC=4)C(C)(C)C=3C=CC=2)C=CC=CC=1.